From a dataset of Reaction yield outcomes from USPTO patents with 853,638 reactions. Predict the reaction yield, written as a fraction of the theoretical maximum amount of product (1.0 means a 100% yield; for example, 0.34 means a 34% yield). (1) The reactants are C1(P(C2C=CC=CC=2)C2C=CC=CC=2)C=CC=CC=1.BrN1C(=O)CCC1=O.[CH:28]1(/[CH:33]=[C:34](\[C:38]2[CH:43]=[CH:42][C:41]([N:44]3[C:48]([CH3:49])=[N:47][N:46]=[N:45]3)=[C:40]([F:50])[CH:39]=2)/[C:35]([OH:37])=O)[CH2:32][CH2:31][CH2:30][CH2:29]1.[NH2:51][C:52]1[CH:57]=[CH:56][C:55]([Br:58])=[CH:54][N:53]=1. The catalyst is C(Cl)Cl. The product is [Br:58][C:55]1[CH:56]=[CH:57][C:52]([NH:51][C:35](=[O:37])/[C:34](/[C:38]2[CH:43]=[CH:42][C:41]([N:44]3[C:48]([CH3:49])=[N:47][N:46]=[N:45]3)=[C:40]([F:50])[CH:39]=2)=[CH:33]/[CH:28]2[CH2:32][CH2:31][CH2:30][CH2:29]2)=[N:53][CH:54]=1. The yield is 0.280. (2) The reactants are Cl[C:2]1[CH:3]=[C:4]([C:9]2[N:14]=[C:13]([CH3:15])[N:12]=[C:11]([NH2:16])[CH:10]=2)[C:5]([F:8])=[N:6][CH:7]=1.CC(C1C=C(C(C)C)C(C2C=CC=CC=2P(C2CCCCC2)C2CCCCC2)=C(C(C)C)C=1)C.[F-].[Cs+].C([Sn](CCCC)(CCCC)[C:58]([O:60][CH2:61][CH3:62])=[CH2:59])CCC. The catalyst is O1CCOCC1.CN(C=O)C.C([O-])(=O)C.[Pd+2].C([O-])(=O)C. The yield is 0.800. The product is [CH2:61]([O:60][C:58]([C:2]1[CH:3]=[C:4]([C:9]2[N:14]=[C:13]([CH3:15])[N:12]=[C:11]([NH2:16])[CH:10]=2)[C:5]([F:8])=[N:6][CH:7]=1)=[CH2:59])[CH3:62]. (3) The reactants are [F:1][C:2]1[CH:7]=[CH:6][C:5]([C:8]2[N:9]=[C:10]3[CH:15]=[CH:14][C:13]([C:16]([NH:18][OH:19])=[NH:17])=[CH:12][N:11]3[CH:20]=2)=[CH:4][CH:3]=1.C(N(CC)CC)C.Cl[C:29]([O:31][CH2:32][CH3:33])=[O:30]. The catalyst is CN(C=O)C. The product is [F:1][C:2]1[CH:3]=[CH:4][C:5]([C:8]2[N:9]=[C:10]3[CH:15]=[CH:14][C:13]([C:16]([NH:18][O:19][C:29]([O:31][CH2:32][CH3:33])=[O:30])=[NH:17])=[CH:12][N:11]3[CH:20]=2)=[CH:6][CH:7]=1. The yield is 0.450. (4) The reactants are [Br:1][C:2]1[CH:3]=[CH:4][C:5]([F:11])=[C:6]([CH:8]([OH:10])[CH3:9])[CH:7]=1.[Cr](O[Cr]([O-])(=O)=O)([O-])(=O)=O. The catalyst is ClCCl. The product is [Br:1][C:2]1[CH:3]=[CH:4][C:5]([F:11])=[C:6]([C:8](=[O:10])[CH3:9])[CH:7]=1. The yield is 0.840. (5) The reactants are [NH2:1][CH:2]1[CH2:7][CH2:6][N:5]([C:8]([O:10][C:11]([CH3:14])([CH3:13])[CH3:12])=[O:9])[CH2:4][CH2:3]1.[C:15](=O)(O)[O-:16].[Na+].C(Cl)(Cl)=O.C1(C)C=CC=CC=1.[CH3:31][O:32][CH:33]([O:36][CH3:37])[CH2:34][NH2:35]. The catalyst is ClCCl. The product is [CH3:31][O:32][CH:33]([O:36][CH3:37])[CH2:34][NH:35][C:15](=[O:16])[NH:1][CH:2]1[CH2:3][CH2:4][N:5]([C:8]([O:10][C:11]([CH3:14])([CH3:13])[CH3:12])=[O:9])[CH2:6][CH2:7]1. The yield is 0.960.